This data is from Full USPTO retrosynthesis dataset with 1.9M reactions from patents (1976-2016). The task is: Predict the reactants needed to synthesize the given product. (1) Given the product [CH3:22][CH:21]([CH3:23])[CH:20]([NH:19][C:18]([CH:9]1[CH2:10][CH:11]([CH2:14][CH2:15][CH2:16][C:36]#[N:37])[CH2:12][CH2:13][NH:8]1)=[O:35])[CH:24]1[CH:29]([OH:30])[CH:28]([OH:31])[CH:27]([OH:32])[CH:26]([S:33][CH3:34])[O:25]1, predict the reactants needed to synthesize it. The reactants are: C(OC([N:8]1[CH2:13][CH2:12][CH:11]([CH2:14][CH2:15][CH2:16]O)[CH2:10][CH:9]1[C:18](=[O:35])[NH:19][CH:20]([CH:24]1[CH:29]([OH:30])[CH:28]([OH:31])[CH:27]([OH:32])[CH:26]([S:33][CH3:34])[O:25]1)[CH:21]([CH3:23])[CH3:22])=O)(C)(C)C.[C-:36]#[N:37].[Na+]. (2) Given the product [CH3:17][C:14]1([CH3:18])[CH2:13][O:12][CH:11]([CH2:10][CH2:9][C:8]([C:5]2[CH:4]=[CH:3][C:2]([F:1])=[CH:7][CH:6]=2)=[O:19])[O:16][CH2:15]1, predict the reactants needed to synthesize it. The reactants are: [F:1][C:2]1[CH:7]=[CH:6][C:5]([CH:8]([OH:19])[CH2:9][CH2:10][CH:11]2[O:16][CH2:15][C:14]([CH3:18])([CH3:17])[CH2:13][O:12]2)=[CH:4][CH:3]=1.[Cr](Cl)([O-])(=O)=O.[NH+]1C=CC=CC=1. (3) Given the product [CH2:1]([N:3]1[C:7]2=[N:8][CH:9]=[C:10]([C:19]([OH:21])=[O:20])[C:11]([NH:12][CH:13]3[CH2:18][CH2:17][CH2:16][O:15][CH2:14]3)=[C:6]2[CH:5]=[N:4]1)[CH3:2], predict the reactants needed to synthesize it. The reactants are: [CH2:1]([N:3]1[C:7]2=[N:8][CH:9]=[C:10]([C:19]([O:21]CC)=[O:20])[C:11]([NH:12][CH:13]3[CH2:18][CH2:17][CH2:16][O:15][CH2:14]3)=[C:6]2[CH:5]=[N:4]1)[CH3:2].[OH-].[Na+].Cl. (4) Given the product [OH:4][C:5]1[CH:6]=[C:7]([CH:36]=[CH:37][CH:38]=1)[O:8][C:9]1[CH:10]=[CH:11][C:12]([CH2:13][N:14]([CH2:25][C:26]2[CH:33]=[CH:32][C:29]([C:30]#[N:31])=[CH:28][CH:27]=2)[C:15]2[CH:20]=[CH:19][CH:18]=[C:17]([N+:21]([O-:23])=[O:22])[C:16]=2[CH3:24])=[CH:34][CH:35]=1, predict the reactants needed to synthesize it. The reactants are: C([O:4][C:5]1[CH:6]=[C:7]([CH:36]=[CH:37][CH:38]=1)[O:8][C:9]1[CH:35]=[CH:34][C:12]([CH2:13][N:14]([CH2:25][C:26]2[CH:33]=[CH:32][C:29]([C:30]#[N:31])=[CH:28][CH:27]=2)[C:15]2[CH:20]=[CH:19][CH:18]=[C:17]([N+:21]([O-:23])=[O:22])[C:16]=2[CH3:24])=[CH:11][CH:10]=1)C=C.C(=O)([O-])[O-].[K+].[K+]. (5) The reactants are: [F:1][C:2]1[CH:3]=[C:4]([C:9]2[CH:14]=[CH:13][C:12]([S:15]([CH3:18])(=[O:17])=[O:16])=[CH:11][CH:10]=2)[CH:5]=[CH:6][C:7]=1[OH:8].[C:19]([N:26]1[CH2:31][CH2:30][CH:29]([CH2:32]O)[CH2:28][CH2:27]1)([O:21][C:22]([CH3:25])([CH3:24])[CH3:23])=[O:20].C1C=CC(P(C2C=CC=CC=2)C2C=CC=CC=2)=CC=1.N(C(OC(C)C)=O)=NC(OC(C)C)=O. Given the product [F:1][C:2]1[CH:3]=[C:4]([C:9]2[CH:10]=[CH:11][C:12]([S:15]([CH3:18])(=[O:17])=[O:16])=[CH:13][CH:14]=2)[CH:5]=[CH:6][C:7]=1[O:8][CH2:32][CH:29]1[CH2:30][CH2:31][N:26]([C:19]([O:21][C:22]([CH3:23])([CH3:25])[CH3:24])=[O:20])[CH2:27][CH2:28]1, predict the reactants needed to synthesize it. (6) Given the product [F:1][C:2]([F:11])([C:13]1[CH:22]=[CH:21][CH:20]=[C:19]2[C:14]=1[CH:15]=[CH:16][N:17]=[CH:18]2)[C:3]([C:5]1[CH:6]=[CH:7][CH:8]=[CH:9][CH:10]=1)=[O:4], predict the reactants needed to synthesize it. The reactants are: [F:1][CH:2]([F:11])[C:3]([C:5]1[CH:10]=[CH:9][CH:8]=[CH:7][CH:6]=1)=[O:4].Br[C:13]1[CH:22]=[CH:21][CH:20]=[C:19]2[C:14]=1[CH:15]=[CH:16][N:17]=[CH:18]2.ClC1C=CC=C2C=1C=CN=C2.